Dataset: Peptide-MHC class II binding affinity with 134,281 pairs from IEDB. Task: Regression. Given a peptide amino acid sequence and an MHC pseudo amino acid sequence, predict their binding affinity value. This is MHC class II binding data. (1) The peptide sequence is SELPDFLAKKGGEAM. The MHC is HLA-DQA10501-DQB10402 with pseudo-sequence HLA-DQA10501-DQB10402. The binding affinity (normalized) is 0.312. (2) The peptide sequence is TLSVTFIGAAPLILSY. The MHC is DRB1_1501 with pseudo-sequence DRB1_1501. The binding affinity (normalized) is 0.684. (3) The MHC is HLA-DQA10501-DQB10201 with pseudo-sequence HLA-DQA10501-DQB10201. The binding affinity (normalized) is 0.244. The peptide sequence is AEHQAIVRDVLAASD.